Dataset: Forward reaction prediction with 1.9M reactions from USPTO patents (1976-2016). Task: Predict the product of the given reaction. (1) Given the reactants Cl.C(OCC)C.[F:7][C:8]1[CH:45]=[CH:44][CH:43]=[C:42]([F:46])[C:9]=1[CH2:10][O:11][C:12]1[C:13]2[N:14]([C:18]([C:22]([NH:24][CH:25]([C:35]3[CH:40]=[CH:39][C:38]([F:41])=[CH:37][CH:36]=3)[CH2:26][NH:27]C(=O)OC(C)(C)C)=[O:23])=[C:19]([CH3:21])[N:20]=2)[CH:15]=[CH:16][CH:17]=1, predict the reaction product. The product is: [NH2:27][CH2:26][CH:25]([NH:24][C:22]([C:18]1[N:14]2[CH:15]=[CH:16][CH:17]=[C:12]([O:11][CH2:10][C:9]3[C:42]([F:46])=[CH:43][CH:44]=[CH:45][C:8]=3[F:7])[C:13]2=[N:20][C:19]=1[CH3:21])=[O:23])[C:35]1[CH:36]=[CH:37][C:38]([F:41])=[CH:39][CH:40]=1. (2) Given the reactants [Cl:1][C:2]1[CH:7]=[CH:6][C:5]([N+:8]([O-:10])=[O:9])=[CH:4][C:3]=1[C:11]1[CH:12]=[C:13]([CH:17]=[CH:18][N:19]=1)[C:14]([OH:16])=[O:15].Cl.O1CCOC[CH2:22]1, predict the reaction product. The product is: [Cl:1][C:2]1[CH:7]=[CH:6][C:5]([N+:8]([O-:10])=[O:9])=[CH:4][C:3]=1[C:11]1[CH:12]=[C:13]([CH:17]=[CH:18][N:19]=1)[C:14]([O:16][CH3:22])=[O:15].